From a dataset of Catalyst prediction with 721,799 reactions and 888 catalyst types from USPTO. Predict which catalyst facilitates the given reaction. (1) Reactant: Br[C:2]1[C:3]([N:8]([C:16]([C:18]2[CH:22]=[CH:21][O:20][CH:19]=2)=[O:17])C(C2C=COC=2)=O)=[N:4][CH:5]=[CH:6][CH:7]=1.C([O-])(=O)C.[K+].CC(N(C)C)=O. Product: [O:20]1[C:19]2[C:2]3[CH:7]=[CH:6][CH:5]=[N:4][C:3]=3[NH:8][C:16](=[O:17])[C:18]=2[CH:22]=[CH:21]1. The catalyst class is: 170. (2) Reactant: [Cl:1][C:2]1[CH:3]=[C:4]2[C:9](=[C:10]([Cl:22])[C:11]=1[O:12][C:13]1[CH:21]=[CH:20][C:16]([C:17]([OH:19])=O)=[CH:15][CH:14]=1)[O:8][CH2:7][CH2:6][CH:5]2[C:23]([O:25][CH2:26][CH3:27])=[O:24].C(Cl)(=O)C(Cl)=O.[Cl:34][C:35]1[CH:40]=[CH:39][C:38]([CH2:41][CH2:42][NH2:43])=[CH:37][CH:36]=1.C(N(C(C)C)CC)(C)C. Product: [Cl:1][C:2]1[CH:3]=[C:4]2[C:9](=[C:10]([Cl:22])[C:11]=1[O:12][C:13]1[CH:14]=[CH:15][C:16]([C:17](=[O:19])[NH:43][CH2:42][CH2:41][C:38]3[CH:39]=[CH:40][C:35]([Cl:34])=[CH:36][CH:37]=3)=[CH:20][CH:21]=1)[O:8][CH2:7][CH2:6][CH:5]2[C:23]([O:25][CH2:26][CH3:27])=[O:24]. The catalyst class is: 139. (3) Reactant: [C:1]([C:4]1[C:9](=[O:10])[CH:8]=[C:7]([OH:11])[NH:6][C:5]=1[CH3:12])(=[O:3])[CH3:2].[CH3:13][O:14][C:15]([CH2:17][O:18][C:19]1[CH:20]=[C:21]([CH:24]=[CH:25][CH:26]=1)[CH:22]=O)=[O:16].N1CCCCC1.O. Product: [OH:11][C:7]1[NH:6][C:5]([CH3:12])=[C:4]([C:1](=[O:3])[CH:2]=[CH:22][C:21]2[CH:24]=[CH:25][CH:26]=[C:19]([O:18][CH2:17][C:15]([O:14][CH3:13])=[O:16])[CH:20]=2)[C:9](=[O:10])[CH:8]=1. The catalyst class is: 22. (4) Reactant: [CH3:1][C:2]1[CH:11]=[CH:10][C:9]([N+:12]([O-])=O)=[CH:8][C:3]=1[C:4]([O:6][CH3:7])=[O:5]. Product: [NH2:12][C:9]1[CH:10]=[CH:11][C:2]([CH3:1])=[C:3]([CH:8]=1)[C:4]([O:6][CH3:7])=[O:5]. The catalyst class is: 319. (5) Reactant: [Cl:1][C:2]1[CH:7]=[CH:6][C:5]([C:8]2[Se:9][C:10]([CH2:13][OH:14])=[CH:11][N:12]=2)=[CH:4][CH:3]=1.[H-].[Na+].Cl[C:18]1[CH:24]2[CH2:25][CH:21]([CH2:22][CH2:23]2)[C:20](=[O:26])[CH:19]=1. Product: [Cl:1][C:2]1[CH:3]=[CH:4][C:5]([C:8]2[Se:9][C:10]([CH2:13][O:14][C:18]3[CH:24]4[CH2:25][CH:21]([CH2:22][CH2:23]4)[C:20](=[O:26])[CH:19]=3)=[CH:11][N:12]=2)=[CH:6][CH:7]=1. The catalyst class is: 7. (6) Reactant: [CH3:1][C@@H:2]([C@@H:5]([O:7][CH2:8][C:9]1[CH:14]=[CH:13][CH:12]=[CH:11][CH:10]=1)[CH3:6])[CH2:3][OH:4].CCN(CC)CC.O.CCOCC. Product: [CH3:1][C@@H:2]([C@@H:5]([O:7][CH2:8][C:9]1[CH:14]=[CH:13][CH:12]=[CH:11][CH:10]=1)[CH3:6])[CH:3]=[O:4]. The catalyst class is: 16.